From a dataset of Reaction yield outcomes from USPTO patents with 853,638 reactions. Predict the reaction yield, written as a fraction of the theoretical maximum amount of product (1.0 means a 100% yield; for example, 0.34 means a 34% yield). (1) The reactants are ClC(Cl)(Cl)[N:3]=[C:4]=[O:5].[OH:8][CH2:9][CH2:10][N:11]1[C:16]([C:17]([C:19]2[CH:20]=[C:21]([CH:24]=[C:25]([CH3:27])[CH:26]=2)[C:22]#[N:23])=[O:18])=[C:15]([CH:28]([CH3:30])[CH3:29])[C:14](=[O:31])[N:13]([CH2:32][C:33]2[CH:38]=[CH:37][C:36]([O:39][CH3:40])=[CH:35][CH:34]=2)[C:12]1=[O:41]. The catalyst is C(Cl)Cl. The product is [C:22]([C:21]1[CH:20]=[C:19]([CH:26]=[C:25]([CH3:27])[CH:24]=1)[C:17]([C:16]1[N:11]([CH2:10][CH2:9][O:8][C:4](=[O:5])[NH2:3])[C:12](=[O:41])[N:13]([CH2:32][C:33]2[CH:38]=[CH:37][C:36]([O:39][CH3:40])=[CH:35][CH:34]=2)[C:14](=[O:31])[C:15]=1[CH:28]([CH3:30])[CH3:29])=[O:18])#[N:23]. The yield is 0.510. (2) The reactants are [CH3:1][O:2][C:3](=[O:20])[C:4](=[CH:9][C:10]1[CH:11]=[C:12]2[C:16](=[C:17]([CH3:19])[CH:18]=1)[NH:15][N:14]=[CH:13]2)[CH2:5][C:6]([OH:8])=[O:7]. The catalyst is C(OCC)(=O)C.CO.[Pd]. The product is [CH3:1][O:2][C:3](=[O:20])[CH:4]([CH2:9][C:10]1[CH:11]=[C:12]2[C:16](=[C:17]([CH3:19])[CH:18]=1)[NH:15][N:14]=[CH:13]2)[CH2:5][C:6]([OH:8])=[O:7]. The yield is 1.00. (3) The reactants are Cl.[NH:2]([C:4]1[CH:5]=[C:6]([CH:10]=[CH:11][C:12]=1[CH3:13])[C:7]([OH:9])=[O:8])[NH2:3].[I:14][C:15]1[CH:16]=[C:17]([CH:31]=[CH:32][CH:33]=1)[C:18]([C:20](=[CH:23]NC1C=CC=CC=1)[C:21]#[N:22])=[O:19]. The catalyst is C(O)C.CO. The product is [NH2:22][C:21]1[N:2]([C:4]2[CH:5]=[C:6]([CH:10]=[CH:11][C:12]=2[CH3:13])[C:7]([OH:9])=[O:8])[N:3]=[CH:23][C:20]=1[C:18](=[O:19])[C:17]1[CH:31]=[CH:32][CH:33]=[C:15]([I:14])[CH:16]=1. The yield is 0.220.